From a dataset of Catalyst prediction with 721,799 reactions and 888 catalyst types from USPTO. Predict which catalyst facilitates the given reaction. (1) Reactant: [O:1]1[CH2:5][CH2:4][CH:3]([O:6][C:7]2[CH:8]=[CH:9][C:10]3[N:14]=[C:13]([CH2:15][OH:16])[N:12]([CH3:17])[C:11]=3[CH:18]=2)[CH2:2]1.O[C:20]1[CH:21]=[C:22]([CH:27]=[CH:28][CH:29]=1)[C:23]([O:25][CH3:26])=[O:24].C(P(CCCC)CCCC)CCC.N(C(N1CCCCC1)=O)=NC(N1CCCCC1)=O. Product: [O:1]1[CH2:5][CH2:4][CH:3]([O:6][C:7]2[CH:8]=[CH:9][C:10]3[N:14]=[C:13]([CH2:15][O:16][C:20]4[CH:21]=[C:22]([CH:27]=[CH:28][CH:29]=4)[C:23]([O:25][CH3:26])=[O:24])[N:12]([CH3:17])[C:11]=3[CH:18]=2)[CH2:2]1. The catalyst class is: 4. (2) Reactant: I.[CH3:2][N:3]1[C:8]([CH3:10])([CH3:9])[CH2:7][C:6](=O)[CH2:5][C:4]1([CH3:13])[CH3:12].Cl.[NH2:15][OH:16].[OH-].[Na+]. Product: [CH3:2][N:3]1[C:8]([CH3:10])([CH3:9])[CH2:7][C:6](=[N:15][OH:16])[CH2:5][C:4]1([CH3:13])[CH3:12]. The catalyst class is: 6.